From a dataset of Full USPTO retrosynthesis dataset with 1.9M reactions from patents (1976-2016). Predict the reactants needed to synthesize the given product. (1) Given the product [C:15]1([CH:7]([C:1]2[CH:2]=[CH:3][CH:4]=[CH:5][CH:6]=2)[N:8]2[C:12]([CH3:13])=[C:11]([CH:29]=[O:30])[C:10]([CH3:14])=[N:9]2)[CH:20]=[CH:19][CH:18]=[CH:17][CH:16]=1, predict the reactants needed to synthesize it. The reactants are: [C:1]1([CH:7]([C:15]2[CH:20]=[CH:19][CH:18]=[CH:17][CH:16]=2)[N:8]2[C:12]([CH3:13])=[CH:11][C:10]([CH3:14])=[N:9]2)[CH:6]=[CH:5][CH:4]=[CH:3][CH:2]=1.P(Cl)(Cl)(Cl)=O.CN([CH:29]=[O:30])C. (2) Given the product [OH:1][CH2:2][CH2:3][NH:4][CH2:5][CH2:6][NH:7][C:8]([C@:10]12[CH2:45][CH2:44][C@@H:43]([C:46]([CH2:48][O:49][CH2:50][CH2:51][N:52]3[CH2:53][CH2:54][O:55][CH2:56][CH2:57]3)=[CH2:47])[C@@H:11]1[C@@H:12]1[C@@:25]([CH3:28])([CH2:26][CH2:27]2)[C@@:24]2([CH3:29])[C@@H:15]([C@:16]3([CH3:42])[C@@H:21]([CH2:22][CH2:23]2)[C:20]([CH3:30])([CH3:31])[C:19]([C:32]2[CH:41]=[CH:40][C:35]([C:36]([OH:38])=[O:37])=[CH:34][CH:33]=2)=[CH:18][CH2:17]3)[CH2:14][CH2:13]1)=[O:9], predict the reactants needed to synthesize it. The reactants are: [OH:1][CH2:2][CH2:3][NH:4][CH2:5][CH2:6][NH:7][C:8]([C@:10]12[CH2:45][CH2:44][C@@H:43]([C:46]([CH2:48][O:49][CH2:50][CH2:51][N:52]3[CH2:57][CH2:56][O:55][CH2:54][CH2:53]3)=[CH2:47])[C@@H:11]1[C@@H:12]1[C@@:25]([CH3:28])([CH2:26][CH2:27]2)[C@@:24]2([CH3:29])[C@@H:15]([C@:16]3([CH3:42])[C@@H:21]([CH2:22][CH2:23]2)[C:20]([CH3:31])([CH3:30])[C:19]([C:32]2[CH:41]=[CH:40][C:35]([C:36]([O:38]C)=[O:37])=[CH:34][CH:33]=2)=[CH:18][CH2:17]3)[CH2:14][CH2:13]1)=[O:9].[OH-].[Na+]. (3) Given the product [C:11]([OH:21])(=[O:20])[C:12]1[NH:19][C:17](=[O:18])[NH:16][C:14](=[O:15])[CH:13]=1.[O:2]=[C:3]([CH2:5][N:6]([C:8](=[NH:9])[NH2:10])[CH3:7])[OH:4], predict the reactants needed to synthesize it. The reactants are: O.[O:2]=[C:3]([CH2:5][N:6]([C:8](=[NH:10])[NH2:9])[CH3:7])[OH:4].[C:11]([OH:21])(=[O:20])[C:12]1[NH:19][C:17](=[O:18])[NH:16][C:14](=[O:15])[CH:13]=1. (4) Given the product [CH3:26][NH:27][C:23]([C:20]1[CH:21]=[C:22]2[C:17](=[CH:18][CH:19]=1)[CH:16]=[N:15][CH:14]=[C:13]2[C:10]1[CH:11]=[CH:12][C:7]([C:5]2[CH:4]=[N:3][N:2]([CH3:1])[CH:6]=2)=[CH:8][CH:9]=1)=[O:24], predict the reactants needed to synthesize it. The reactants are: [CH3:1][N:2]1[CH:6]=[C:5]([C:7]2[CH:12]=[CH:11][C:10]([C:13]3[C:22]4[C:17](=[CH:18][CH:19]=[C:20]([C:23](O)=[O:24])[CH:21]=4)[CH:16]=[N:15][CH:14]=3)=[CH:9][CH:8]=2)[CH:4]=[N:3]1.[CH3:26][N:27](C(ON1N=NC2C=CC=NC1=2)=[N+](C)C)C.F[P-](F)(F)(F)(F)F.CN.C1COCC1.CCN(C(C)C)C(C)C. (5) Given the product [CH3:17][O:18][N:19]([CH3:20])[C:7](=[O:8])[C:6]1[CH:10]=[CH:11][C:3]([S:2]([F:15])([F:14])([F:13])([F:12])[F:1])=[CH:4][CH:5]=1, predict the reactants needed to synthesize it. The reactants are: [F:1][S:2]([F:15])([F:14])([F:13])([F:12])[C:3]1[CH:11]=[CH:10][C:6]([C:7](Cl)=[O:8])=[CH:5][CH:4]=1.Cl.[CH3:17][O:18][NH:19][CH3:20].C(N(CC)CC)C. (6) Given the product [NH2:1][C:2]1[N:10]=[CH:9][N:8]=[C:7]2[C:3]=1[N:4]=[CH:5][N:6]2[C@@H:11]1[O:12][C@H:13]([CH2:21][N:22]([CH3:42])[CH:23]2[CH2:26][CH:25]([CH2:27][NH:28][C:29]([NH:31][C:32]3[CH:33]=[CH:34][C:35]([C:38]([CH3:41])([CH3:39])[CH3:40])=[CH:36][CH:37]=3)=[O:30])[CH2:24]2)[C@@H:14]([OH:18])[C@H:15]1[OH:16], predict the reactants needed to synthesize it. The reactants are: [NH2:1][C:2]1[N:10]=[CH:9][N:8]=[C:7]2[C:3]=1[N:4]=[CH:5][N:6]2[C@H:11]1[C@@H:15]2[O:16]C(C)(C)[O:18][C@@H:14]2[C@@H:13]([CH2:21][N:22]([CH3:42])[CH:23]2[CH2:26][CH:25]([CH2:27][NH:28][C:29]([NH:31][C:32]3[CH:37]=[CH:36][C:35]([C:38]([CH3:41])([CH3:40])[CH3:39])=[CH:34][CH:33]=3)=[O:30])[CH2:24]2)[O:12]1. (7) Given the product [F:6][C:5]([F:7])([C:8]1[CH:17]=[CH:16][CH:15]=[CH:14][C:9]=1[CH2:10][OH:11])[CH2:4][OH:3], predict the reactants needed to synthesize it. The reactants are: C([O:3][C:4](=O)[C:5]([C:8]1[CH:17]=[CH:16][CH:15]=[CH:14][C:9]=1[C:10](OC)=[O:11])([F:7])[F:6])C.C1COCC1.[BH4-].[Li+].